This data is from Forward reaction prediction with 1.9M reactions from USPTO patents (1976-2016). The task is: Predict the product of the given reaction. (1) Given the reactants [OH-].[Na+].Cl.[CH3:4][C:5]1[CH:6]=[C:7]([CH2:12][CH2:13][CH2:14][NH2:15])[CH:8]=[CH:9][C:10]=1[CH3:11], predict the reaction product. The product is: [CH3:4][C:5]1[CH:6]=[C:7]([CH2:12][CH2:13][CH2:14][NH2:15])[CH:8]=[CH:9][C:10]=1[CH3:11]. (2) Given the reactants Cl[C:2]1[N:7]=[C:6]([C:8]2[CH:13]=[CH:12][CH:11]=[CH:10][C:9]=2[O:14][CH3:15])[CH:5]=[CH:4][N:3]=1.[NH2:16][C:17]1[CH:18]=[C:19]([CH2:23][S:24]([NH2:27])(=[O:26])=[O:25])[CH:20]=[CH:21][CH:22]=1, predict the reaction product. The product is: [CH3:15][O:14][C:9]1[CH:10]=[CH:11][CH:12]=[CH:13][C:8]=1[C:6]1[CH:5]=[CH:4][N:3]=[C:2]([NH:16][C:17]2[CH:18]=[C:19]([CH2:23][S:24]([NH2:27])(=[O:25])=[O:26])[CH:20]=[CH:21][CH:22]=2)[N:7]=1. (3) Given the reactants [NH:1]1[CH:5]=[CH:4][NH:3][C:2]1=[O:6].[N+](C1C=CC=CC=1[C:12](Cl)=[O:13])([O-])=O.[N+:19]([C:22]1[CH:27]=[CH:26][CH:25]=[CH:24][CH:23]=1)([O-:21])=[O:20], predict the reaction product. The product is: [N+:19]([C:22]1[CH:27]=[CH:26][C:25]([C:12]([N:1]2[CH:5]=[CH:4][NH:3][C:2]2=[O:6])=[O:13])=[CH:24][CH:23]=1)([O-:21])=[O:20]. (4) The product is: [F:1][C:2]1[CH:3]=[C:4]2[C:8](=[CH:9][CH:10]=1)[NH:7][CH:6]=[C:5]2[CH2:11][CH2:12][CH2:13][N:14]([CH2:28][CH2:29][CH3:30])[CH:15]1[CH2:24][C:23]2[C:22]([C:25]([NH2:27])=[O:26])=[CH:21][CH:20]=[CH:19][C:18]=2[O:17][CH2:16]1. Given the reactants [F:1][C:2]1[CH:3]=[C:4]2[C:8](=[CH:9][CH:10]=1)[NH:7][CH:6]=[C:5]2[CH2:11][CH2:12][CH2:13][NH:14][CH:15]1[CH2:24][C:23]2[C:22]([C:25]([NH2:27])=[O:26])=[CH:21][CH:20]=[CH:19][C:18]=2[O:17][CH2:16]1.[CH:28](=O)[CH2:29][CH3:30].C(O)(=O)C.C([BH3-])#N.[Na+], predict the reaction product. (5) Given the reactants [NH2:1][C:2]1[CH:7]=[CH:6][C:5]([F:8])=[CH:4][N:3]=1.Cl[CH2:10][CH:11]=O.O, predict the reaction product. The product is: [F:8][C:5]1[CH:6]=[CH:7][C:2]2[N:3]([CH:10]=[CH:11][N:1]=2)[CH:4]=1. (6) Given the reactants [CH3:1][O:2][C:3]1[CH:8]=[CH:7][C:6]([C:9]#[C:10][CH2:11][CH2:12][OH:13])=[CH:5][C:4]=1[CH3:14], predict the reaction product. The product is: [CH3:1][O:2][C:3]1[CH:8]=[CH:7][C:6]([CH2:9][CH2:10][CH2:11][CH2:12][OH:13])=[CH:5][C:4]=1[CH3:14]. (7) Given the reactants NC(C1C=CC2C(=CC=C(O[C@H]3CC[C@H](C(C)(C)C)CC3)C=2C(F)(F)F)C=1)CCC(O)=O.[C:33]([C@H:37]1[CH2:42][CH2:41][C@H:40]([O:43][C:44]2[CH:45]=[C:46]3[C:51](=[CH:52][CH:53]=2)[CH:50]=[C:49]([C:54]([N+:61]([O-])=O)([CH3:60])[CH2:55][CH2:56][C:57]([OH:59])=[O:58])[CH:48]=[CH:47]3)[CH2:39][CH2:38]1)([CH3:36])([CH3:35])[CH3:34], predict the reaction product. The product is: [NH2:61][C:54]([C:49]1[CH:48]=[CH:47][C:46]2[C:51](=[CH:52][CH:53]=[C:44]([O:43][C@H:40]3[CH2:41][CH2:42][C@H:37]([C:33]([CH3:36])([CH3:35])[CH3:34])[CH2:38][CH2:39]3)[CH:45]=2)[CH:50]=1)([CH3:60])[CH2:55][CH2:56][C:57]([OH:59])=[O:58]. (8) Given the reactants [CH2:1]([C:5]([C:16]1[CH:21]=[CH:20][C:19]([N+:22]([O-:24])=[O:23])=[C:18]([C:25]([F:28])([F:27])[F:26])[CH:17]=1)(C(OCC)=O)[C:6]([O:8]CC)=[O:7])[CH:2]([CH3:4])[CH3:3].O.OS(O)(=O)=O, predict the reaction product. The product is: [CH3:3][CH:2]([CH3:4])[CH2:1][CH:5]([C:16]1[CH:21]=[CH:20][C:19]([N+:22]([O-:24])=[O:23])=[C:18]([C:25]([F:26])([F:27])[F:28])[CH:17]=1)[C:6]([OH:8])=[O:7]. (9) Given the reactants CO[C:3]([C:5]1[N:6]=[C:7]([CH2:17][C:18]2[CH:23]=[CH:22][C:21]([F:24])=[CH:20][CH:19]=2)[C:8]2[C:13]([C:14]=1[O:15]C)=[CH:12][CH:11]=[CH:10][CH:9]=2)=[O:4].[Cl:25][C:26]1[CH:31]=[CH:30][C:29]([NH:32][CH3:33])=[C:28]([S:34]([CH3:37])(=[O:36])=[O:35])[CH:27]=1, predict the reaction product. The product is: [Cl:25][C:26]1[CH:31]=[CH:30][C:29]([NH:32][CH3:33])=[C:28]([S:34]([CH2:37][C:3]([C:5]2[N:6]=[C:7]([CH2:17][C:18]3[CH:19]=[CH:20][C:21]([F:24])=[CH:22][CH:23]=3)[C:8]3[C:13]([C:14]=2[OH:15])=[CH:12][CH:11]=[CH:10][CH:9]=3)=[O:4])(=[O:35])=[O:36])[CH:27]=1.